Dataset: Catalyst prediction with 721,799 reactions and 888 catalyst types from USPTO. Task: Predict which catalyst facilitates the given reaction. (1) Reactant: [CH2:1]([NH:8][C:9]([C:11]1[CH:20]=[CH:19][C:18]2[C:13](=[C:14](Br)[CH:15]=[N:16][CH:17]=2)[N:12]=1)=[O:10])[C:2]1[CH:7]=[CH:6][CH:5]=[CH:4][CH:3]=1.[Cl:22][C:23]1[CH:28]=[CH:27][CH:26]=[CH:25][C:24]=1B(O)O.C(=O)([O-])[O-].[Cs+].[Cs+]. Product: [CH2:1]([NH:8][C:9]([C:11]1[CH:20]=[CH:19][C:18]2[C:13](=[C:14]([C:24]3[CH:25]=[CH:26][CH:27]=[CH:28][C:23]=3[Cl:22])[CH:15]=[N:16][CH:17]=2)[N:12]=1)=[O:10])[C:2]1[CH:7]=[CH:6][CH:5]=[CH:4][CH:3]=1. The catalyst class is: 688. (2) Reactant: [CH3:1][C:2]1[N:3]=[C:4]([NH:12][C:13](=[O:15])[CH3:14])[S:5][C:6]=1[C:7]1[CH:8]=[N:9][NH:10][CH:11]=1.C(N1C=C(C2SC(NC(=O)C)=NC=2C)C=N1)C1C=CC=CC=1.[C:38]([N:48]1[CH2:53][CH2:52][CH:51]([S:54](Cl)(=[O:56])=[O:55])[CH2:50][CH2:49]1)([O:40][CH2:41][C:42]1[CH:47]=[CH:46][CH:45]=[CH:44][CH:43]=1)=[O:39]. Product: [C:13]([NH:12][C:4]1[S:5][C:6]([C:7]2[CH:11]=[N:10][N:9]([S:54]([CH:51]3[CH2:50][CH2:49][N:48]([C:38]([O:40][CH2:41][C:42]4[CH:47]=[CH:46][CH:45]=[CH:44][CH:43]=4)=[O:39])[CH2:53][CH2:52]3)(=[O:55])=[O:56])[CH:8]=2)=[C:2]([CH3:1])[N:3]=1)(=[O:15])[CH3:14]. The catalyst class is: 17. (3) Product: [Br:1][C:2]1[CH:7]=[C:6]2[C:5]([C:8]([C:18]3[CH:23]=[N:22][CH:21]=[CH:20][N:19]=3)=[N:9][NH:10]2)=[CH:4][CH:3]=1. Reactant: [Br:1][C:2]1[CH:7]=[CH:6][C:5]([C:8]([C:18]2[CH:23]=[N:22][CH:21]=[CH:20][N:19]=2)=[N:9][NH:10]C(OC(C)(C)C)=O)=[C:4](F)[CH:3]=1.N12CCCN=C1CCCCC2. The catalyst class is: 7. (4) Reactant: [C:1]1([CH3:14])[CH:6]=[CH:5][CH:4]=[C:3]([N:7]2[CH:11]=[C:10](C=O)[N:9]=[CH:8]2)[CH:2]=1.[C:15]1([CH3:28])[CH:20]=[CH:19][CH:18]=[C:17]([N:21]2[C:25](C=O)=[CH:24][N:23]=[CH:22]2)[CH:16]=1.[OH-].[NH4+].II.S([O-])([O-])(=O)=S.[Na+].[Na+]. Product: [C:1]1([CH3:14])[CH:6]=[CH:5][CH:4]=[C:3]([N:7]2[C:11]([C:17]#[N:21])=[CH:10][N:9]=[CH:8]2)[CH:2]=1.[C:15]1([CH3:28])[CH:20]=[CH:19][CH:18]=[C:17]([N:21]2[CH:25]=[C:24]([C:3]#[N:7])[N:23]=[CH:22]2)[CH:16]=1. The catalyst class is: 116. (5) Reactant: Br[C:2]1[CH:3]=[C:4]2[N:10]=[C:9]([C:11]3[CH:16]=[CH:15][CH:14]=[CH:13][C:12]=3[S:17][CH2:18][CH3:19])[N:8]([CH3:20])[C:5]2=[N:6][CH:7]=1.C([Li])CCC.[F:26][C:27]([F:33])([F:32])[C:28](OC)=[O:29].[Cl-].[NH4+]. Product: [CH2:18]([S:17][C:12]1[CH:13]=[CH:14][CH:15]=[CH:16][C:11]=1[C:9]1[N:8]([CH3:20])[C:5]2=[N:6][CH:7]=[C:2]([C:28](=[O:29])[C:27]([F:33])([F:32])[F:26])[CH:3]=[C:4]2[N:10]=1)[CH3:19]. The catalyst class is: 1. (6) Reactant: [Br:1][C:2]1[CH:11]=[C:10]2[C:5]([CH2:6][CH2:7][CH:8]([CH2:18][CH:19]3[CH2:24][CH2:23][N:22]([CH2:25][CH:26]([F:28])[F:27])[CH2:21][CH2:20]3)[C:9]32[C:15](=[O:16])[NH:14][C:13](=[O:17])[NH:12]3)=[CH:4][CH:3]=1.[C:29](=O)([O-])[O-].[K+].[K+].IC. Product: [Br:1][C:2]1[CH:11]=[C:10]2[C:5]([CH2:6][CH2:7][CH:8]([CH2:18][CH:19]3[CH2:20][CH2:21][N:22]([CH2:25][CH:26]([F:27])[F:28])[CH2:23][CH2:24]3)[C:9]32[C:15](=[O:16])[N:14]([CH3:29])[C:13](=[O:17])[NH:12]3)=[CH:4][CH:3]=1. The catalyst class is: 3. (7) Reactant: [CH3:1][N:2]1[C:6]([NH2:7])=[N:5][N:4]=[N:3]1.[H-].[Na+].[F:10][C:11]1[CH:16]=[CH:15][C:14]([C:17]2[CH:22]=[CH:21][CH:20]=[C:19]([C@H:23]3[CH2:27][C:26]4([CH2:32][CH2:31][N:30]([C:33](OC5C=CC([N+]([O-])=O)=CC=5)=[O:34])[CH2:29][CH2:28]4)[O:25][CH2:24]3)[CH:18]=2)=[CH:13][CH:12]=1. Product: [F:10][C:11]1[CH:16]=[CH:15][C:14]([C:17]2[CH:22]=[CH:21][CH:20]=[C:19]([C@H:23]3[CH2:27][C:26]4([CH2:32][CH2:31][N:30]([C:33]([NH:7][C:6]5[N:2]([CH3:1])[N:3]=[N:4][N:5]=5)=[O:34])[CH2:29][CH2:28]4)[O:25][CH2:24]3)[CH:18]=2)=[CH:13][CH:12]=1. The catalyst class is: 566.